Predict which catalyst facilitates the given reaction. From a dataset of Catalyst prediction with 721,799 reactions and 888 catalyst types from USPTO. (1) Reactant: [F:1][C:2]1[CH:10]=[CH:9][CH:8]=[C:7]2[C:3]=1[CH2:4][CH2:5][NH:6]2.[O:11]=[CH:12][C@@H:13]([C@H:15]([C@@H:17]([C@@H:19]([CH2:21][OH:22])[OH:20])[OH:18])[OH:16])O.C(O)C. Product: [F:1][C:2]1[CH:10]=[CH:9][CH:8]=[C:7]2[C:3]=1[CH2:4][CH2:5][N:6]2[C@@H:21]1[O:22][C@H:13]([CH2:12][OH:11])[C@@H:15]([OH:16])[C@H:17]([OH:18])[C@H:19]1[OH:20]. The catalyst class is: 6. (2) Reactant: O[C@H:2]1[CH2:7][CH2:6][O:5][CH2:4][C@@H:3]1[NH:8][C:9](=[O:15])[O:10][C:11]([CH3:14])([CH3:13])[CH3:12].C1(P(C2C=CC=CC=2)C2C=CC=CC=2)C=CC=CC=1.C(N(CC)C(C)C)(C)C.N(C(OC(C)C)=O)=NC(OC(C)C)=O.C1(P([N:72]=[N+:73]=[N-:74])(C2C=CC=CC=2)=O)C=CC=CC=1. Product: [N:72]([C@@H:2]1[CH2:7][CH2:6][O:5][CH2:4][C@@H:3]1[NH:8][C:9](=[O:15])[O:10][C:11]([CH3:14])([CH3:13])[CH3:12])=[N+:73]=[N-:74]. The catalyst class is: 116. (3) Product: [C:1]([O:5][C:6](=[O:53])[CH2:7][O:8][CH2:9][CH2:10][O:11][CH2:12][CH2:13][O:14][CH2:15][CH2:16][O:17][CH2:18][CH2:19][O:20][CH2:21][CH2:22][O:23][C:24]1[CH:25]=[CH:26][C:27]([O:30][CH2:31][CH2:32][O:33][CH2:34][CH2:35][O:36][CH2:37][CH2:38][O:39][CH2:40][CH2:41][O:42][CH2:43][CH2:44][OH:45])=[CH:28][CH:29]=1)([CH3:4])([CH3:2])[CH3:3]. The catalyst class is: 293. Reactant: [C:1]([O:5][C:6](=[O:53])[CH2:7][O:8][CH2:9][CH2:10][O:11][CH2:12][CH2:13][O:14][CH2:15][CH2:16][O:17][CH2:18][CH2:19][O:20][CH2:21][CH2:22][O:23][C:24]1[CH:29]=[CH:28][C:27]([O:30][CH2:31][CH2:32][O:33][CH2:34][CH2:35][O:36][CH2:37][CH2:38][O:39][CH2:40][CH2:41][O:42][CH2:43][CH2:44][O:45]CC2C=CC=CC=2)=[CH:26][CH:25]=1)([CH3:4])([CH3:3])[CH3:2].[H][H].C(OCC)(=O)C. (4) Reactant: [H-].[H-].[H-].[H-].[Li+].[Al+3].C[Si](C)(C)[O:9][C:10]1([C:25]#[N:26])[C:16]2[CH:17]=[CH:18][CH:19]=[CH:20][C:15]=2[S:14][C:13]2[CH:21]=[CH:22][CH:23]=[CH:24][C:12]=2[CH2:11]1. Product: [NH2:26][CH2:25][C:10]1([OH:9])[C:16]2[CH:17]=[CH:18][CH:19]=[CH:20][C:15]=2[S:14][C:13]2[CH:21]=[CH:22][CH:23]=[CH:24][C:12]=2[CH2:11]1. The catalyst class is: 1. (5) Reactant: Cl[C:2]1[N:3]=[C:4]([N:11]2[CH2:16][CH2:15][O:14][CH2:13][CH2:12]2)[C:5]2[CH:10]=[CH:9][NH:8][C:6]=2[N:7]=1.[OH:17][CH2:18][C:19]1[CH:20]=[C:21](B(O)O)[CH:22]=[CH:23][CH:24]=1.C(=O)(O)[O-].[Na+]. Product: [N:11]1([C:4]2[C:5]3[CH:10]=[CH:9][NH:8][C:6]=3[N:7]=[C:2]([C:23]3[CH:24]=[C:19]([CH2:18][OH:17])[CH:20]=[CH:21][CH:22]=3)[N:3]=2)[CH2:16][CH2:15][O:14][CH2:13][CH2:12]1. The catalyst class is: 276. (6) Reactant: [I:1][CH3:2].[Cl:3][C:4]1[N:5]=[CH:6][N:7]([C:9]2[CH:14]=[CH:13][C:12]([NH:15][C:16]([NH2:18])=[S:17])=[CH:11][C:10]=2[O:19][CH3:20])[CH:8]=1. Product: [IH:1].[Cl:3][C:4]1[N:5]=[CH:6][N:7]([C:9]2[CH:14]=[CH:13][C:12]([NH:15][C:16]([S:17][CH3:2])=[NH:18])=[CH:11][C:10]=2[O:19][CH3:20])[CH:8]=1. The catalyst class is: 8.